From a dataset of Full USPTO retrosynthesis dataset with 1.9M reactions from patents (1976-2016). Predict the reactants needed to synthesize the given product. Given the product [OH:8][C:9]1[CH:14]=[CH:13][C:12]([C:15]2([OH:31])[CH2:16][CH2:17][NH:18][CH2:19][CH2:20]2)=[CH:11][CH:10]=1, predict the reactants needed to synthesize it. The reactants are: C([O:8][C:9]1[CH:14]=[CH:13][C:12]([C:15]2([OH:31])[CH2:20][CH2:19][N:18](C(OCC3C=CC=CC=3)=O)[CH2:17][CH2:16]2)=[CH:11][CH:10]=1)C1C=CC=CC=1.